Binary Classification. Given a drug SMILES string, predict its activity (active/inactive) in a high-throughput screening assay against a specified biological target. From a dataset of Cav3 T-type calcium channel HTS with 100,875 compounds. The result is 0 (inactive). The drug is s1c2c(CCCC2)c2c1nc(nc2n1[nH]c(=O)c2c(c1=O)cccc2)CC.